Task: Predict the reactants needed to synthesize the given product.. Dataset: Full USPTO retrosynthesis dataset with 1.9M reactions from patents (1976-2016) The reactants are: [Li+].C[Si]([N-][Si](C)(C)C)(C)C.[NH2:11][C:12]1[CH:13]=[CH:14][C:15]([Cl:18])=[N:16][CH:17]=1.F[C:20]1[C:25]([C:26]2[N:31]=[C:30]([CH3:32])[N:29]=[C:28]([N:33]([CH2:43][C:44]3[CH:49]=[CH:48][C:47]([O:50][CH3:51])=[CH:46][CH:45]=3)[CH2:34][C:35]3[CH:40]=[CH:39][C:38]([O:41][CH3:42])=[CH:37][CH:36]=3)[N:27]=2)=[CH:24][CH:23]=[CH:22][N:21]=1.Cl. Given the product [Cl:18][C:15]1[N:16]=[CH:17][C:12]([NH:11][C:20]2[C:25]([C:26]3[N:31]=[C:30]([CH3:32])[N:29]=[C:28]([N:33]([CH2:34][C:35]4[CH:36]=[CH:37][C:38]([O:41][CH3:42])=[CH:39][CH:40]=4)[CH2:43][C:44]4[CH:45]=[CH:46][C:47]([O:50][CH3:51])=[CH:48][CH:49]=4)[N:27]=3)=[CH:24][CH:23]=[CH:22][N:21]=2)=[CH:13][CH:14]=1, predict the reactants needed to synthesize it.